Dataset: Forward reaction prediction with 1.9M reactions from USPTO patents (1976-2016). Task: Predict the product of the given reaction. (1) Given the reactants [F:1][C:2]1[CH:3]=[C:4]([CH:6]=[CH:7][C:8]=1[N:9]1[CH2:14][CH2:13][O:12][CH2:11][CH2:10]1)[NH2:5].C[Al](C)C.C[O:20][C:21](=O)/[CH:22]=[C:23](\[NH:25][C:26](=O)[CH2:27][CH2:28][CH2:29][O:30][C:31]1[CH:36]=[CH:35][CH:34]=[C:33]([F:37])[CH:32]=1)/[CH3:24], predict the reaction product. The product is: [F:1][C:2]1[CH:3]=[C:4]([N:5]2[C:21](=[O:20])[CH:22]=[C:23]([CH3:24])[N:25]=[C:26]2[CH2:27][CH2:28][CH2:29][O:30][C:31]2[CH:36]=[CH:35][CH:34]=[C:33]([F:37])[CH:32]=2)[CH:6]=[CH:7][C:8]=1[N:9]1[CH2:14][CH2:13][O:12][CH2:11][CH2:10]1. (2) Given the reactants [C:1]1([CH:7]([C:19]2[CH:24]=[CH:23][CH:22]=[CH:21][CH:20]=2)[N:8]2[C:16]3[C:11](=[CH:12][CH:13]=[CH:14][CH:15]=3)[C:10](=[O:17])[C:9]2=[O:18])[CH:6]=[CH:5][CH:4]=[CH:3][CH:2]=1.O1C2C=CC(O)=CC=2OC1.[Br:35][C:36]1[CH:41]=[CH:40][C:39]([OH:42])=[CH:38][CH:37]=1, predict the reaction product. The product is: [Br:35][C:36]1[CH:37]=[CH:38][C:39]([OH:42])=[C:40]([C:10]2([OH:17])[C:11]3[C:16](=[CH:15][CH:14]=[CH:13][CH:12]=3)[N:8]([CH:7]([C:1]3[CH:2]=[CH:3][CH:4]=[CH:5][CH:6]=3)[C:19]3[CH:24]=[CH:23][CH:22]=[CH:21][CH:20]=3)[C:9]2=[O:18])[CH:41]=1.